Predict the reactants needed to synthesize the given product. From a dataset of Full USPTO retrosynthesis dataset with 1.9M reactions from patents (1976-2016). Given the product [CH3:18][O:17][C:14]1[CH:15]=[CH:16][C:11]([C:9]2[O:10][C:3]3[C:4](=[N:5][CH:6]=[CH:7][C:2]=3[NH:29][C:28]3[C:20]([CH3:19])=[C:21]4[C:25](=[CH:26][CH:27]=3)[NH:24][CH:23]=[CH:22]4)[CH:8]=2)=[CH:12][CH:13]=1, predict the reactants needed to synthesize it. The reactants are: Cl[C:2]1[CH:7]=[CH:6][N:5]=[C:4]2[CH:8]=[C:9]([C:11]3[CH:16]=[CH:15][C:14]([O:17][CH3:18])=[CH:13][CH:12]=3)[O:10][C:3]=12.[CH3:19][C:20]1[C:28]([NH2:29])=[CH:27][CH:26]=[C:25]2[C:21]=1[CH:22]=[CH:23][NH:24]2.